Task: Predict the reactants needed to synthesize the given product.. Dataset: Full USPTO retrosynthesis dataset with 1.9M reactions from patents (1976-2016) (1) The reactants are: [CH3:1][O:2][C:3]1[CH:9]=[CH:8][C:7]([CH3:10])=[CH:6][C:4]=1[NH2:5].[C:11]([N:19]=[C:20]=[S:21])(=[O:18])[C:12]1[CH:17]=[CH:16][CH:15]=[CH:14][CH:13]=1. Given the product [CH3:1][O:2][C:3]1[CH:9]=[CH:8][C:7]([CH3:10])=[CH:6][C:4]=1[NH:5][C:20]([NH:19][C:11](=[O:18])[C:12]1[CH:13]=[CH:14][CH:15]=[CH:16][CH:17]=1)=[S:21], predict the reactants needed to synthesize it. (2) The reactants are: [CH3:1][N:2]1[C:14]2[CH2:13][CH2:12][CH2:11][C:10](=[O:15])[C:9]=2[C:8]2[C:3]1=[CH:4][CH:5]=[CH:6][CH:7]=2.[CH3:16][C:17]1[NH:18][CH:19]=[CH:20][N:21]=1.N1(CN2CCCCC2)CCCC[CH2:23]1.Cl[Si](C)(C)C. Given the product [CH3:1][N:2]1[C:14]2[CH2:13][CH2:12][CH:11]([CH2:23][N:18]3[CH:19]=[CH:20][N:21]=[C:17]3[CH3:16])[C:10](=[O:15])[C:9]=2[C:8]2[C:3]1=[CH:4][CH:5]=[CH:6][CH:7]=2, predict the reactants needed to synthesize it. (3) Given the product [CH3:14][N:15]([CH3:16])[C:2]([C:4]1[CH:5]=[C:6]2[C:11](=[CH:12][CH:13]=1)[C:9](=[O:10])[O:8][CH2:7]2)=[O:3], predict the reactants needed to synthesize it. The reactants are: Cl[C:2]([C:4]1[CH:5]=[C:6]2[C:11](=[CH:12][CH:13]=1)[C:9](=[O:10])[O:8][CH2:7]2)=[O:3].[CH3:14][NH:15][CH3:16]. (4) The reactants are: Cl[C:2]1[C:7]2[CH:8]=[CH:9][S:10][C:6]=2[CH:5]=[C:4]([C:11]2[CH:16]=[CH:15][C:14]([O:17]C)=[CH:13][CH:12]=2)[N:3]=1.[CH3:19][N:20]1[CH2:25][CH2:24][NH:23][CH2:22][CH2:21]1. Given the product [CH3:19][N:20]1[CH2:25][CH2:24][N:23]([C:2]2[C:7]3[CH:8]=[CH:9][S:10][C:6]=3[CH:5]=[C:4]([C:11]3[CH:16]=[CH:15][C:14]([OH:17])=[CH:13][CH:12]=3)[N:3]=2)[CH2:22][CH2:21]1, predict the reactants needed to synthesize it.